This data is from Forward reaction prediction with 1.9M reactions from USPTO patents (1976-2016). The task is: Predict the product of the given reaction. (1) Given the reactants [CH2:1]([O:3][C:4](=[O:30])[C:5]([C:8]1[CH:9]=[C:10]([C:16]2[CH:21]=[CH:20][C:19]([C:22]([F:25])([F:24])[F:23])=[CH:18][C:17]=2[CH2:26][NH:27][CH2:28][CH3:29])[C:11]([O:14][CH3:15])=[CH:12][CH:13]=1)([CH3:7])[CH3:6])[CH3:2].[C:31](Cl)(=[O:33])[CH3:32], predict the reaction product. The product is: [CH2:1]([O:3][C:4](=[O:30])[C:5]([C:8]1[CH:9]=[C:10]([C:16]2[CH:21]=[CH:20][C:19]([C:22]([F:24])([F:25])[F:23])=[CH:18][C:17]=2[CH2:26][N:27]([C:31](=[O:33])[CH3:32])[CH2:28][CH3:29])[C:11]([O:14][CH3:15])=[CH:12][CH:13]=1)([CH3:7])[CH3:6])[CH3:2]. (2) Given the reactants [NH:1]1[CH2:6][CH2:5][C:4](=[O:7])[CH2:3][CH2:2]1.Cl[CH2:9][CH2:10][C:11]1[CH:16]=[CH:15][CH:14]=[CH:13][CH:12]=1, predict the reaction product. The product is: [C:11]1([CH2:10][CH2:9][N:1]2[CH2:6][CH2:5][C:4](=[O:7])[CH2:3][CH2:2]2)[CH:16]=[CH:15][CH:14]=[CH:13][CH:12]=1. (3) Given the reactants [C:1](Cl)(=[O:3])[CH3:2].[NH:5]1[CH2:8][CH:7]([C:9]2[CH:14]=[CH:13][C:12]([N:15]([CH3:26])[C:16]3[N:21]=[CH:20][C:19]4[N:22]=[CH:23][N:24]([CH3:25])[C:18]=4[CH:17]=3)=[C:11]([F:27])[CH:10]=2)[CH2:6]1.C(N(CC)CC)C, predict the reaction product. The product is: [F:27][C:11]1[CH:10]=[C:9]([CH:7]2[CH2:8][N:5]([C:1](=[O:3])[CH3:2])[CH2:6]2)[CH:14]=[CH:13][C:12]=1[N:15]([CH3:26])[C:16]1[N:21]=[CH:20][C:19]2[N:22]=[CH:23][N:24]([CH3:25])[C:18]=2[CH:17]=1.